Binary Classification. Given a drug SMILES string, predict its activity (active/inactive) in a high-throughput screening assay against a specified biological target. From a dataset of HIV replication inhibition screening data with 41,000+ compounds from the AIDS Antiviral Screen. (1) The result is 0 (inactive). The compound is COc1ccc(-c2nnc(-c3c(C)n(C)n(-c4ccccc4)c3=O)o2)cc1. (2) The compound is COC(=O)C1(NC(=O)C(N)CC(=O)O)C(C)C1C. The result is 0 (inactive). (3) The molecule is COc1ccc(CC2NC(=O)C3CCCN3C2=O)cc1. The result is 0 (inactive). (4) The compound is COc1ccc(-c2c(C3=NCCCN3)nnn2-c2ccccc2)cc1. The result is 0 (inactive). (5) The compound is O=C(O)CCCCCCCCCC(=O)O. The result is 0 (inactive). (6) The compound is O=C(Nc1cc2c(O)nc3ccccc3c2oc1=O)c1cnccn1. The result is 0 (inactive). (7) The compound is CC(SC(C)C(=O)NN=Cc1ccc(B(O)O)cc1)C(=O)NN=Cc1ccc(B(O)O)cc1. The result is 0 (inactive).